This data is from NCI-60 drug combinations with 297,098 pairs across 59 cell lines. The task is: Regression. Given two drug SMILES strings and cell line genomic features, predict the synergy score measuring deviation from expected non-interaction effect. (1) Drug 1: C1CCC(C1)C(CC#N)N2C=C(C=N2)C3=C4C=CNC4=NC=N3. Drug 2: CCC1(CC2CC(C3=C(CCN(C2)C1)C4=CC=CC=C4N3)(C5=C(C=C6C(=C5)C78CCN9C7C(C=CC9)(C(C(C8N6C=O)(C(=O)OC)O)OC(=O)C)CC)OC)C(=O)OC)O.OS(=O)(=O)O. Cell line: HL-60(TB). Synergy scores: CSS=39.4, Synergy_ZIP=6.32, Synergy_Bliss=1.95, Synergy_Loewe=-61.9, Synergy_HSA=-6.57. (2) Drug 1: CC1=CC2C(CCC3(C2CCC3(C(=O)C)OC(=O)C)C)C4(C1=CC(=O)CC4)C. Drug 2: C1CCC(C(C1)N)N.C(=O)(C(=O)[O-])[O-].[Pt+4]. Cell line: SK-OV-3. Synergy scores: CSS=-1.36, Synergy_ZIP=-1.20, Synergy_Bliss=-5.87, Synergy_Loewe=-3.12, Synergy_HSA=-5.02. (3) Drug 1: C1CC(=O)NC(=O)C1N2C(=O)C3=CC=CC=C3C2=O. Drug 2: C1CNP(=O)(OC1)N(CCCl)CCCl. Cell line: HOP-62. Synergy scores: CSS=-8.19, Synergy_ZIP=3.78, Synergy_Bliss=0.176, Synergy_Loewe=-3.90, Synergy_HSA=-6.42. (4) Drug 1: C1=C(C(=O)NC(=O)N1)N(CCCl)CCCl. Drug 2: CCC1(CC2CC(C3=C(CCN(C2)C1)C4=CC=CC=C4N3)(C5=C(C=C6C(=C5)C78CCN9C7C(C=CC9)(C(C(C8N6C=O)(C(=O)OC)O)OC(=O)C)CC)OC)C(=O)OC)O.OS(=O)(=O)O. Cell line: SK-MEL-5. Synergy scores: CSS=54.7, Synergy_ZIP=5.29, Synergy_Bliss=6.29, Synergy_Loewe=-9.30, Synergy_HSA=7.12.